Dataset: Full USPTO retrosynthesis dataset with 1.9M reactions from patents (1976-2016). Task: Predict the reactants needed to synthesize the given product. (1) Given the product [CH2:22]([C:2]1[S:1][CH:5]=[CH:4][CH:3]=1)[CH2:21][CH2:20][CH2:19][CH2:18][CH2:17][CH2:16][CH2:15][CH2:14][CH2:13][CH2:12][CH3:11], predict the reactants needed to synthesize it. The reactants are: [S:1]1[CH:5]=[CH:4][CH:3]=[CH:2]1.[Li]CCCC.[CH2:11](Br)[CH2:12][CH2:13][CH2:14][CH2:15][CH2:16][CH2:17][CH2:18][CH2:19][CH2:20][CH2:21][CH3:22]. (2) The reactants are: [C:1]([O:5][C:6]([N:8]([CH3:10])[NH2:9])=[O:7])([CH3:4])([CH3:3])[CH3:2].[F:11][C:12]1[CH:17]=[CH:16][C:15]([C:18]([F:21])([F:20])[F:19])=[CH:14][C:13]=1B(O)O.C(N(CC)CC)C. Given the product [C:1]([O:5][C:6]([N:8]([CH3:10])[NH:9][C:13]1[CH:14]=[C:15]([C:18]([F:20])([F:21])[F:19])[CH:16]=[CH:17][C:12]=1[F:11])=[O:7])([CH3:4])([CH3:3])[CH3:2], predict the reactants needed to synthesize it. (3) The reactants are: [C:1]([C:3]1[CH:8]=[CH:7][C:6]([C:9]2[CH:14]=[CH:13][C:12](O)=[C:11]([C:16]3[NH:20][C:19]4[CH:21]=[CH:22][C:23]([C:25]#[N:26])=[CH:24][C:18]=4[N:17]=3)[CH:10]=2)=[CH:5][CH:4]=1)#[N:2].C(C1C(O)=C(C2C=CC(C#N)=CC=2)C=CC=1)=[O:28]. Given the product [C:1]([C:3]1[CH:8]=[CH:7][C:6]([C:9]2[CH:14]=[CH:13][CH:12]=[C:11]([C:16]3[NH:20][C:19]4[CH:21]=[CH:22][C:23]([C:25]#[N:26])=[CH:24][C:18]=4[N:17]=3)[C:10]=2[OH:28])=[CH:5][CH:4]=1)#[N:2], predict the reactants needed to synthesize it. (4) Given the product [CH3:13][S:14]([O:17][CH2:22][C@@H:2]1[CH2:3][C@H:1]1[C:4]([O:6][CH2:11][CH3:12])=[O:5])(=[O:16])=[O:15], predict the reactants needed to synthesize it. The reactants are: [CH:1]1([C:4]([O-:6])=[O:5])[CH2:3][CH2:2]1.N1[CH:12]=[CH:11]C=CC=1.[CH3:13][S:14]([O:17]S(C)(=O)=O)(=[O:16])=[O:15].[CH2:22](Cl)Cl.